This data is from Plasma protein binding rate (PPBR) regression data from AstraZeneca. The task is: Regression/Classification. Given a drug SMILES string, predict its absorption, distribution, metabolism, or excretion properties. Task type varies by dataset: regression for continuous measurements (e.g., permeability, clearance, half-life) or binary classification for categorical outcomes (e.g., BBB penetration, CYP inhibition). For this dataset (ppbr_az), we predict Y. (1) The Y is 97.7 %. The drug is O=P(c1ccccc1)(c1ccccc1)N(Cc1ccccn1)c1cccnc1. (2) The molecule is COc1ccc(CCC[N+](C)(CCCc2ccc(OC)cc2)CCNC(=O)c2nc(Cl)c(N)nc2N)cc1. The Y is 83.7 %. (3) The drug is Cc1ccc(-n2nc(C(C)(C)C)cc2NC(=O)Nc2ccc(OCCN3CCOCC3)c3ccccc23)cc1. The Y is 99.7 %. (4) The molecule is CC(C)Oc1cc(-n2cnc3cnc(N[C@@H](C)c4ncc(F)cn4)nc32)n[nH]1. The Y is 69.1 %.